Predict the product of the given reaction. From a dataset of Forward reaction prediction with 1.9M reactions from USPTO patents (1976-2016). (1) Given the reactants [CH2:1]([C:8]12[CH2:23][CH2:22][C:21](=[O:24])[CH:20]=[C:9]1[CH2:10][CH2:11][CH2:12][C:13]1[CH:18]=[C:17]([OH:19])[CH:16]=[CH:15][C:14]=12)[C:2]1[CH:7]=[CH:6][CH:5]=[CH:4][CH:3]=1.[H][H], predict the reaction product. The product is: [CH2:1]([C:8]12[CH2:23][CH2:22][C:21](=[O:24])[CH2:20][CH:9]1[CH2:10][CH2:11][CH2:12][C:13]1[CH:18]=[C:17]([OH:19])[CH:16]=[CH:15][C:14]=12)[C:2]1[CH:3]=[CH:4][CH:5]=[CH:6][CH:7]=1. (2) Given the reactants [CH3:1][CH2:2][O:3][C:4]([CH2:6][C:7]#[N:8])=[O:5].C([O-])(=O)C.[NH4+].C(O)(=O)C.[CH3:18][N:19]1[CH2:24][CH2:23][N:22]([C:25]2[CH:30]=[CH:29][C:28]([C:31](=O)[CH3:32])=[CH:27][CH:26]=2)[CH2:21][CH2:20]1, predict the reaction product. The product is: [C:7](/[C:6](=[C:31](/[C:28]1[CH:27]=[CH:26][C:25]([N:22]2[CH2:21][CH2:20][N:19]([CH3:18])[CH2:24][CH2:23]2)=[CH:30][CH:29]=1)\[CH3:32])/[C:4]([O:3][CH2:2][CH3:1])=[O:5])#[N:8]. (3) Given the reactants [CH2:1]([OH:4])[CH:2]=[CH2:3].C([Li])CCC.Br[CH2:11][C:12]1[C:16]2[N:17]([CH3:27])[CH:18]=[C:19]([C:22]([O:24]CC)=O)[C:20](=[O:21])[C:15]=2[S:14][CH:13]=1.[Cl:28][C:29]1[CH:36]=[CH:35][C:32]([CH2:33][NH2:34])=[CH:31][CH:30]=1, predict the reaction product. The product is: [CH2:1]([O:4][CH2:11][C:12]1[C:16]2[N:17]([CH3:27])[CH:18]=[C:19]([C:22]([NH:34][CH2:33][C:32]3[CH:35]=[CH:36][C:29]([Cl:28])=[CH:30][CH:31]=3)=[O:24])[C:20](=[O:21])[C:15]=2[S:14][CH:13]=1)[CH:2]=[CH2:3].